This data is from Antibody developability classification from SAbDab with 2,409 antibodies. The task is: Regression/Classification. Given an antibody's heavy chain and light chain sequences, predict its developability. TAP uses regression for 5 developability metrics; SAbDab uses binary classification. (1) The antibody is ['1zlv', 'DVVMTQSPSTLSASVGDTITITCRASQSIETWLAWYQQKPGKAPKLLIYKASTLKTGVPSRFSGSGSGTEFTLTISGLQFDDFATYHCQHYAGYSATFGQGTRVEIK']. Result: 0 (not developable). (2) The antibody is ['2r2e', 'PROT_3C89CF21']. Result: 1 (developable).